Dataset: Catalyst prediction with 721,799 reactions and 888 catalyst types from USPTO. Task: Predict which catalyst facilitates the given reaction. Reactant: C([O:5][C:6](=[O:40])[CH2:7][O:8][C:9]1[CH:18]=[CH:17][C:16]([Cl:19])=[C:15]2[C:10]=1[C:11]([CH3:39])=[C:12]([CH2:24][C:25]1[CH:30]=[CH:29][C:28]([C:31]3[CH:35]=[CH:34][N:33]([CH:36]([CH3:38])[CH3:37])[N:32]=3)=[CH:27][CH:26]=1)[C:13]([O:20][CH:21]([F:23])[F:22])=[N:14]2)(C)(C)C.[OH-].[Na+].Cl. Product: [Cl:19][C:16]1[CH:17]=[CH:18][C:9]([O:8][CH2:7][C:6]([OH:40])=[O:5])=[C:10]2[C:15]=1[N:14]=[C:13]([O:20][CH:21]([F:22])[F:23])[C:12]([CH2:24][C:25]1[CH:26]=[CH:27][C:28]([C:31]3[CH:35]=[CH:34][N:33]([CH:36]([CH3:38])[CH3:37])[N:32]=3)=[CH:29][CH:30]=1)=[C:11]2[CH3:39]. The catalyst class is: 7.